From a dataset of Forward reaction prediction with 1.9M reactions from USPTO patents (1976-2016). Predict the product of the given reaction. (1) Given the reactants [CH2:1]([N:8]1[CH2:17][CH2:16][C:15]2[C:14](Cl)=[N:13][CH:12]=[N:11][C:10]=2[CH2:9]1)[C:2]1[CH:7]=[CH:6][CH:5]=[CH:4][CH:3]=1.[F:19][C:20]1[CH:25]=[CH:24][C:23]([NH2:26])=[CH:22][CH:21]=1, predict the reaction product. The product is: [CH2:1]([N:8]1[CH2:17][CH2:16][C:15]2[C:14]([NH:26][C:23]3[CH:24]=[CH:25][C:20]([F:19])=[CH:21][CH:22]=3)=[N:13][CH:12]=[N:11][C:10]=2[CH2:9]1)[C:2]1[CH:7]=[CH:6][CH:5]=[CH:4][CH:3]=1. (2) Given the reactants [CH3:1][C:2]1[C:7]([Sn](CCCC)(CCCC)CCCC)=[CH:6][N:5]=[N:4][CH:3]=1.Br[C:22]1[N:23]=[CH:24][C:25]([O:28][C@H:29]([CH:31]2[CH2:36][CH2:35][N:34]([C:37]([O:39][C:40]([CH3:43])([CH3:42])[CH3:41])=[O:38])[CH2:33][CH2:32]2)[CH3:30])=[N:26][CH:27]=1, predict the reaction product. The product is: [CH3:1][C:2]1[C:7]([C:22]2[N:23]=[CH:24][C:25]([O:28][C@H:29]([CH:31]3[CH2:36][CH2:35][N:34]([C:37]([O:39][C:40]([CH3:43])([CH3:42])[CH3:41])=[O:38])[CH2:33][CH2:32]3)[CH3:30])=[N:26][CH:27]=2)=[CH:6][N:5]=[N:4][CH:3]=1.